From a dataset of Reaction yield outcomes from USPTO patents with 853,638 reactions. Predict the reaction yield, written as a fraction of the theoretical maximum amount of product (1.0 means a 100% yield; for example, 0.34 means a 34% yield). The reactants are [C:1]([C:3]1[C:29](=[O:30])[C@@H:28]([CH3:31])[C@@H:6]2[CH2:7][CH2:8][C:9]3[CH:10]=[N:11][C:12]([C:15]4[CH:27]=[CH:26][C:18]([C:19]([NH:21]/[C:22](=[N:24]\[OH:25])/[CH3:23])=O)=[CH:17][CH:16]=4)=[N:13][C:14]=3[C@@:5]2([C:32]2[CH:37]=[CH:36][CH:35]=[CH:34][CH:33]=2)[CH:4]=1)#[N:2].C(P1(=O)OP(=O)(CCC)OP(=O)(CCC)O1)CC.C(OCC)(=O)C. The catalyst is O1CCOCC1. The product is [CH3:31][C@H:28]1[C@@H:6]2[CH2:7][CH2:8][C:9]3[CH:10]=[N:11][C:12]([C:15]4[CH:16]=[CH:17][C:18]([C:19]5[O:25][N:24]=[C:22]([CH3:23])[N:21]=5)=[CH:26][CH:27]=4)=[N:13][C:14]=3[C@@:5]2([C:32]2[CH:37]=[CH:36][CH:35]=[CH:34][CH:33]=2)[CH:4]=[C:3]([C:1]#[N:2])[C:29]1=[O:30]. The yield is 0.330.